Task: Predict the product of the given reaction.. Dataset: Forward reaction prediction with 1.9M reactions from USPTO patents (1976-2016) (1) Given the reactants C[Si]([N-][Si](C)(C)C)(C)C.[Na+].[NH:11]1[CH:15]=[CH:14][CH:13]=[N:12]1.[Cl:16][C:17]1[N:22]=[C:21](Cl)[C:20]([C:24]([NH:26][CH:27]2[CH:34]3[CH2:35][CH:30]4[CH2:31][C:32]([OH:37])([CH2:36][CH:28]2[CH2:29]4)[CH2:33]3)=[O:25])=[CH:19][N:18]=1, predict the reaction product. The product is: [Cl:16][C:17]1[N:18]=[C:19]([N:11]2[CH:15]=[CH:14][CH:13]=[N:12]2)[C:20]([C:24]([NH:26][CH:27]2[CH:34]3[CH2:35][CH:30]4[CH2:31][C:32]([OH:37])([CH2:36][CH:28]2[CH2:29]4)[CH2:33]3)=[O:25])=[CH:21][N:22]=1. (2) Given the reactants [F:1][C:2]1[CH:3]=[CH:4][C:5]([NH:18][C:19]([C:21]2[CH:26]=[CH:25][C:24](F)=[CH:23][N:22]=2)=[O:20])=[C:6]([CH:17]=1)[C:7]([NH:9][C:10]1[CH:15]=[CH:14][C:13]([Cl:16])=[CH:12][N:11]=1)=[O:8].[CH3:28][S:29](C)=O.C[S-].[Na+], predict the reaction product. The product is: [F:1][C:2]1[CH:3]=[CH:4][C:5]([NH:18][C:19]([C:21]2[CH:26]=[CH:25][C:24]([S:29][CH3:28])=[CH:23][N:22]=2)=[O:20])=[C:6]([CH:17]=1)[C:7]([NH:9][C:10]1[CH:15]=[CH:14][C:13]([Cl:16])=[CH:12][N:11]=1)=[O:8].